The task is: Predict the reaction yield, written as a fraction of the theoretical maximum amount of product (1.0 means a 100% yield; for example, 0.34 means a 34% yield).. This data is from Reaction yield outcomes from USPTO patents with 853,638 reactions. The reactants are C([N:14]1[CH2:17][CH:16]([O:18][CH:19]([C:30]2[CH:35]=[CH:34][C:33]([S:36]([CH3:39])(=[O:38])=[O:37])=[CH:32][CH:31]=2)[C:20]2[CH:25]=[CH:24][CH:23]=[CH:22][C:21]=2[C:26]([F:29])([F:28])[F:27])[CH2:15]1)(C1C=CC=CC=1)C1C=CC=CC=1.ClC1C=C(Cl)C=CC=1C(OC1CNC1)C1C=CC(Cl)=CC=1. No catalyst specified. The yield is 0.0900. The product is [F:29][C:26]([F:27])([F:28])[C:21]1[CH:22]=[CH:23][CH:24]=[CH:25][C:20]=1[CH:19]([O:18][CH:16]1[CH2:17][NH:14][CH2:15]1)[C:30]1[CH:35]=[CH:34][C:33]([S:36]([CH3:39])(=[O:38])=[O:37])=[CH:32][CH:31]=1.